The task is: Predict the reactants needed to synthesize the given product.. This data is from Full USPTO retrosynthesis dataset with 1.9M reactions from patents (1976-2016). (1) Given the product [F:18][C:19]1[CH:26]=[C:25]([F:27])[CH:24]=[CH:23][C:20]=1[N:21]([CH3:22])[C:15]([C:2]1[S:1][C:5]2[C:6]3[CH:14]=[CH:13][CH:12]=[CH:11][C:7]=3[O:8][CH2:9][CH2:10][C:4]=2[CH:3]=1)=[O:17], predict the reactants needed to synthesize it. The reactants are: [S:1]1[C:5]2[C:6]3[CH:14]=[CH:13][CH:12]=[CH:11][C:7]=3[O:8][CH2:9][CH2:10][C:4]=2[CH:3]=[C:2]1[C:15]([OH:17])=O.[F:18][C:19]1[CH:26]=[C:25]([F:27])[CH:24]=[CH:23][C:20]=1[NH:21][CH3:22]. (2) Given the product [Cl:20][C:11]1[CH:10]=[C:9](/[CH:8]=[C:4]2/[C:5](=[O:7])[N:6]3[CH:22]=[C:23]([C:25]4[C:29]([CH3:30])=[CH:28][S:27][C:26]=4[CH3:31])[N:1]=[C:2]3[S:3]/2)[CH:14]=[C:13]([O:15][CH2:16][CH2:17][CH3:18])[C:12]=1[OH:19], predict the reactants needed to synthesize it. The reactants are: [NH2:1][C:2]1[S:3]/[C:4](=[CH:8]\[C:9]2[CH:14]=[C:13]([O:15][CH2:16][CH2:17][CH3:18])[C:12]([OH:19])=[C:11]([Cl:20])[CH:10]=2)/[C:5](=[O:7])[N:6]=1.Br[CH2:22][C:23]([C:25]1[C:29]([CH3:30])=[CH:28][S:27][C:26]=1[CH3:31])=O. (3) Given the product [Cl:1][C:2]1[CH:11]=[C:10]2[C:5]([C:6]([N:12]3[CH2:17][CH2:16][N:15]([C:25]([NH:24][C:20]4[CH:21]=[CH:22][CH:23]=[C:18]([CH3:27])[CH:19]=4)=[O:26])[CH2:14][CH2:13]3)=[CH:7][CH:8]=[N:9]2)=[CH:4][CH:3]=1, predict the reactants needed to synthesize it. The reactants are: [Cl:1][C:2]1[CH:11]=[C:10]2[C:5]([C:6]([N:12]3[CH2:17][CH2:16][NH:15][CH2:14][CH2:13]3)=[CH:7][CH:8]=[N:9]2)=[CH:4][CH:3]=1.[C:18]1([CH3:27])[CH:23]=[CH:22][CH:21]=[C:20]([N:24]=[C:25]=[O:26])[CH:19]=1. (4) Given the product [N:55]([C@@H:9]([C@@H:8]([C:5]1[CH:6]=[CH:7][C:2]([F:1])=[CH:3][CH:4]=1)[CH:24]1[CH2:29][CH2:28][O:27][CH2:26][CH2:25]1)[C:10]([N:12]1[C@@H:16]([C:17]2[CH:22]=[CH:21][CH:20]=[CH:19][CH:18]=2)[CH2:15][O:14][C:13]1=[O:23])=[O:11])=[N+:56]=[N-:57], predict the reactants needed to synthesize it. The reactants are: [F:1][C:2]1[CH:7]=[CH:6][C:5]([C@@H:8]([CH:24]2[CH2:29][CH2:28][O:27][CH2:26][CH2:25]2)[CH2:9][C:10]([N:12]2[C@@H:16]([C:17]3[CH:22]=[CH:21][CH:20]=[CH:19][CH:18]=3)[CH2:15][O:14][C:13]2=[O:23])=[O:11])=[CH:4][CH:3]=1.C[Si]([N-][Si](C)(C)C)(C)C.[Na+].CC(C1C=C(C(C)C)C(S([N:55]=[N+:56]=[N-:57])(=O)=O)=C(C(C)C)C=1)C.C(O)(=O)C.